The task is: Predict the reaction yield, written as a fraction of the theoretical maximum amount of product (1.0 means a 100% yield; for example, 0.34 means a 34% yield).. This data is from Reaction yield outcomes from USPTO patents with 853,638 reactions. (1) The reactants are Br[C:2]1[CH:3]=[C:4]([C:18]2[CH:23]=[CH:22][CH:21]=[CH:20][CH:19]=2)[CH:5]=[C:6](Br)[C:7]=1[NH:8][C:9](=[O:16])[C:10]1[CH:15]=[CH:14][CH:13]=[CH:12][CH:11]=1.[CH2:24](B(O)O)[CH:25]([CH3:27])[CH3:26].O.P([O-])([O-])([O-])=O.[K+].[K+].[K+].O. The catalyst is C(OCC)(=O)C.ClCCl.C1(C)C=CC=CC=1. The product is [CH2:24]([C:2]1[CH:3]=[C:4]([C:18]2[CH:23]=[CH:22][CH:21]=[CH:20][CH:19]=2)[CH:5]=[C:6]([CH2:3][CH:4]([CH3:18])[CH3:5])[C:7]=1[NH:8][C:9](=[O:16])[C:10]1[CH:15]=[CH:14][CH:13]=[CH:12][CH:11]=1)[CH:25]([CH3:27])[CH3:26]. The yield is 0.860. (2) The reactants are Cl[CH:2]([O:4][C:5]([N:7]1[CH2:12][CH2:11][CH:10]([NH:13][C:14]([C:16]2[C:20]([NH:21][C:22](=[O:31])[C:23]3[C:28]([Cl:29])=[CH:27][CH:26]=[CH:25][C:24]=3[Cl:30])=[CH:19][NH:18][N:17]=2)=[O:15])[CH2:9][CH2:8]1)=[O:6])[CH3:3].ClC([O:35][CH:36]=[O:37])C.[CH:38](N(CC)C(C)C)(C)C.ClC(OCCl)=O. The catalyst is C(O)(=O)C.C(N(CC)CC)C. The product is [C:36]([O:35][CH:2]([O:4][C:5]([N:7]1[CH2:8][CH2:9][CH:10]([NH:13][C:14]([C:16]2[C:20]([NH:21][C:22](=[O:31])[C:23]3[C:28]([Cl:29])=[CH:27][CH:26]=[CH:25][C:24]=3[Cl:30])=[CH:19][NH:18][N:17]=2)=[O:15])[CH2:11][CH2:12]1)=[O:6])[CH3:3])(=[O:37])[CH3:38]. The yield is 0.400. (3) The reactants are [Cl:1][C:2]1[CH:3]=[C:4]2[C:12](=[CH:13][CH:14]=1)[NH:11][C:10]1[CH:9]([NH2:15])[CH2:8][CH2:7][CH2:6][C:5]2=1.CCN(C(C)C)C(C)C.[F:25][C:26]1[CH:31]=[CH:30][CH:29]=[C:28]([C:32](O)=[O:33])[N:27]=1.F[B-](F)(F)F.N1(OC(N(C)C)=[N+](C)C)C2C=CC=CC=2N=N1. The catalyst is ClCCl.O. The product is [Cl:1][C:2]1[CH:3]=[C:4]2[C:12](=[CH:13][CH:14]=1)[NH:11][C:10]1[CH:9]([NH:15][C:32]([C:28]3[CH:29]=[CH:30][CH:31]=[C:26]([F:25])[N:27]=3)=[O:33])[CH2:8][CH2:7][CH2:6][C:5]2=1. The yield is 0.610. (4) The product is [C:15]([O:3][C:2](=[CH2:4])[C:1]([O:6][CH2:7][CH2:8][CH2:9][CH2:10][CH2:11][CH2:12][CH2:13][CH3:14])=[O:5])(=[O:17])[CH3:16]. The reactants are [C:1]([O:6][CH2:7][CH2:8][CH2:9][CH2:10][CH2:11][CH2:12][CH2:13][CH3:14])(=[O:5])[C:2]([CH3:4])=[O:3].[C:15](OC(=O)C)(=[O:17])[CH3:16]. The yield is 0.590. The catalyst is O.C1(C)C=CC(S(O)(=O)=O)=CC=1.C(O)(=O)C. (5) The reactants are [Cl:1][C:2]1[CH:3]=[C:4]([O:9][C:10]2[C:19]3[C:14](=[CH:15][C:16]([O:22][CH3:23])=[C:17]([O:20][CH3:21])[CH:18]=3)[N:13]=[CH:12][CH:11]=2)[C:5]([OH:8])=[N:6][CH:7]=1.[CH:24]1(Br)[CH2:28][CH2:27][CH2:26][CH2:25]1.C(=O)([O-])[O-].[K+].[K+].O. The catalyst is CN(C)C=O. The product is [Cl:1][C:2]1[CH:3]=[C:4]([O:9][C:10]2[C:19]3[C:14](=[CH:15][C:16]([O:22][CH3:23])=[C:17]([O:20][CH3:21])[CH:18]=3)[N:13]=[CH:12][CH:11]=2)[C:5]([O:8][CH:24]2[CH2:28][CH2:27][CH2:26][CH2:25]2)=[N:6][CH:7]=1. The yield is 0.620. (6) The catalyst is O1CCCC1. The product is [CH2:25]([N:16]1[C:17]2[C:22](=[CH:21][CH:20]=[CH:19][CH:18]=2)[C:23]([OH:24])=[C:14]([C:8]2[NH:7][C:6]3[S:5][CH:4]=[C:3]([CH2:2][NH:1][C:46]([N:40]4[CH2:45][CH2:44][O:43][CH2:42][CH2:41]4)=[O:47])[C:11]=3[S:10](=[O:13])(=[O:12])[N:9]=2)[C:15]1=[O:32])[C:26]1[CH:31]=[CH:30][CH:29]=[CH:28][CH:27]=1. The yield is 0.400. The reactants are [NH2:1][CH2:2][C:3]1[C:11]2[S:10](=[O:13])(=[O:12])[N:9]=[C:8]([C:14]3[C:15](=[O:32])[N:16]([CH2:25][C:26]4[CH:31]=[CH:30][CH:29]=[CH:28][CH:27]=4)[C:17]4[C:22]([C:23]=3[OH:24])=[CH:21][CH:20]=[CH:19][CH:18]=4)[NH:7][C:6]=2[S:5][CH:4]=1.C(N(CC)CC)C.[N:40]1([C:46](Cl)=[O:47])[CH2:45][CH2:44][O:43][CH2:42][CH2:41]1.Cl. (7) The reactants are [F:1][C:2]1[CH:19]=[CH:18][CH:17]=[CH:16][C:3]=1[NH:4][CH2:5][C:6]1[CH:7]=[C:8]([CH:13]=[CH:14][CH:15]=1)[C:9]([O:11][CH3:12])=[O:10].Cl.[C:21](Cl)(=[O:31])[O:22][C@@H:23]1[CH:28]2[CH2:29][CH2:30][N:25]([CH2:26][CH2:27]2)[CH2:24]1.C(Cl)(=O)O[C@@H]1C2CCN(CC2)C1. The catalyst is N1C=CC=CC=1.CN(C)C1C=CN=CC=1. The product is [NH3:4].[F:1][C:2]1[CH:19]=[CH:18][CH:17]=[CH:16][C:3]=1[N:4]([CH2:5][C:6]1[CH:7]=[C:8]([CH:13]=[CH:14][CH:15]=1)[C:9]([O:11][CH3:12])=[O:10])[C:21]([O:22][C@@H:23]1[CH:28]2[CH2:29][CH2:30][N:25]([CH2:26][CH2:27]2)[CH2:24]1)=[O:31]. The yield is 0.100. (8) The reactants are C1(P(C2CCCCC2)C2CCCCC2)CCCCC1.[N:20]1([CH2:27][CH2:28][O:29][C:30]2[CH:56]=[CH:55][C:33]([O:34][C:35]3[C:44]4[C:39](=[CH:40][C:41]([O:45][CH3:46])=[CH:42][CH:43]=4)[CH:38]=[CH:37][C:36]=3OS(C(F)(F)F)(=O)=O)=[CH:32][CH:31]=2)[CH2:26][CH2:25][CH2:24][CH2:23][CH2:22][CH2:21]1.[F-].[Cs+].[F:59][C:60]1[CH:61]=[C:62](B(O)O)[CH:63]=[CH:64][C:65]=1[F:66]. The catalyst is C([O-])(=O)C.[Pd+2].C([O-])(=O)C.[Pd].C1CCC(P(C2CCCCC2)C2CCCCC2)CC1.C(#N)C. The product is [F:59][C:60]1[CH:61]=[C:62]([C:36]2[CH:37]=[CH:38][C:39]3[C:44](=[CH:43][CH:42]=[C:41]([O:45][CH3:46])[CH:40]=3)[C:35]=2[O:34][C:33]2[CH:55]=[CH:56][C:30]([O:29][CH2:28][CH2:27][N:20]3[CH2:21][CH2:22][CH2:23][CH2:24][CH2:25][CH2:26]3)=[CH:31][CH:32]=2)[CH:63]=[CH:64][C:65]=1[F:66]. The yield is 0.860.